From a dataset of Forward reaction prediction with 1.9M reactions from USPTO patents (1976-2016). Predict the product of the given reaction. (1) Given the reactants C([O:3][C:4]([C:6]1[N:7]=[C:8]2[CH:13]=[CH:12][C:11]([F:14])=[CH:10][N:9]2[CH:15]=1)=[O:5])C, predict the reaction product. The product is: [F:14][C:11]1[CH:12]=[CH:13][C:8]2[N:9]([CH:15]=[C:6]([C:4]([OH:5])=[O:3])[N:7]=2)[CH:10]=1. (2) The product is: [OH:13][CH2:14][CH2:15][NH:11][C:8]1[CH:9]=[CH:10][C:5]([O:4][CH3:3])=[C:6]([N+:17]([O-:19])=[O:18])[CH:7]=1. Given the reactants [OH-].[K+].[CH3:3][O:4][C:5]1[CH:10]=[CH:9][C:8]([N:11]2[CH2:15][CH2:14][O:13]C2=O)=[CH:7][C:6]=1[N+:17]([O-:19])=[O:18], predict the reaction product.